The task is: Predict the reactants needed to synthesize the given product.. This data is from Full USPTO retrosynthesis dataset with 1.9M reactions from patents (1976-2016). (1) Given the product [CH3:19][O:18][C:11]1[CH:10]=[CH:9][C:8]([F:7])=[CH:13][C:12]=1[CH2:14][CH2:15][CH:16]([OH:17])[CH2:1][CH:2]=[CH:3][CH3:4], predict the reactants needed to synthesize it. The reactants are: [CH:1]([Mg]Br)=[CH:2][CH2:3][CH3:4].[F:7][C:8]1[CH:9]=[CH:10][C:11]([O:18][CH3:19])=[C:12]([CH2:14][CH2:15][CH:16]=[O:17])[CH:13]=1.[Cl-].[NH4+]. (2) Given the product [CH:14]1([S:17]([NH:2][CH2:3][C:4]2[CH:13]=[CH:12][C:7]([C:8]([OH:10])=[O:9])=[CH:6][CH:5]=2)(=[O:19])=[O:18])[CH2:16][CH2:15]1, predict the reactants needed to synthesize it. The reactants are: Cl.[NH2:2][CH2:3][C:4]1[CH:13]=[CH:12][C:7]([C:8]([O:10]C)=[O:9])=[CH:6][CH:5]=1.[CH:14]1([S:17](Cl)(=[O:19])=[O:18])[CH2:16][CH2:15]1.C(N(C(C)C)CC)(C)C.[OH-].[Na+]. (3) Given the product [Cl:16][C:17]1[CH:18]=[C:19]2[C:23](=[CH:24][CH:25]=1)[NH:22][C:21]([C:26]([O:28][CH2:29][CH3:30])=[O:27])=[C:20]2[CH:14]=[O:15], predict the reactants needed to synthesize it. The reactants are: P(Cl)(Cl)(Cl)=O.CN([CH:14]=[O:15])C1C=CC=CC=1.[Cl:16][C:17]1[CH:18]=[C:19]2[C:23](=[CH:24][CH:25]=1)[NH:22][C:21]([C:26]([O:28][CH2:29][CH3:30])=[O:27])=[CH:20]2.C([O-])(=O)C.[Na+].